From a dataset of Forward reaction prediction with 1.9M reactions from USPTO patents (1976-2016). Predict the product of the given reaction. (1) Given the reactants [CH2:1](O)[CH3:2].CC([O:9][C:10](C)=[O:11])COC.CCO[Si]([O:23][CH2:24][CH3:25])(OCC)OCC.[N+]([O-])(O)=[O:27].[CH2:30]([OH:34])[CH2:31][CH2:32][CH3:33], predict the reaction product. The product is: [CH:1]1[C:31]([C:30]([OH:27])=[O:34])=[CH:32][C:33]2[C:10]([O:11][C:24](=[O:23])[C:25]=2[CH:2]=1)=[O:9]. (2) Given the reactants [CH3:1][O:2][C:3](=[O:11])[C:4]1[CH:9]=[CH:8][C:7](Br)=[CH:6][CH:5]=1.[Cl:12][C:13]1[CH:18]=[C:17]([Cl:19])[CH:16]=[CH:15][C:14]=1B(O)O.C([O-])([O-])=O.[Na+].[Na+], predict the reaction product. The product is: [CH3:1][O:2][C:3]([C:4]1[CH:9]=[CH:8][C:7]([C:16]2[CH:15]=[CH:14][C:13]([Cl:12])=[CH:18][C:17]=2[Cl:19])=[CH:6][CH:5]=1)=[O:11].